This data is from Aqueous solubility values for 9,982 compounds from the AqSolDB database. The task is: Regression/Classification. Given a drug SMILES string, predict its absorption, distribution, metabolism, or excretion properties. Task type varies by dataset: regression for continuous measurements (e.g., permeability, clearance, half-life) or binary classification for categorical outcomes (e.g., BBB penetration, CYP inhibition). For this dataset (solubility_aqsoldb), we predict Y. (1) The Y is -2.79 log mol/L. The molecule is CO[Si](CCCCCC[Si](OC)(OC)OC)(OC)OC. (2) The compound is O=[N+]([O-])c1ccc(Nc2ccc(N=Nc3cc(N=Nc4cc(S(=O)(=O)[O-])cc5cc(S(=O)(=O)[O-])c(N=Nc6ccc(Nc7ccc([N+](=O)[O-])cc7S(=O)(=O)[O-])cc6)c(O)c45)c(O)cc3O)cc2)c(S(=O)(=O)[O-])c1.[Na+].[Na+].[Na+].[Na+]. The Y is -0.767 log mol/L.